Dataset: Catalyst prediction with 721,799 reactions and 888 catalyst types from USPTO. Task: Predict which catalyst facilitates the given reaction. Reactant: [F:1][C:2]([F:46])([F:45])[C:3]1[CH:4]=[C:5]([CH:38]=[C:39]([C:41]([F:44])([F:43])[F:42])[CH:40]=1)[CH2:6][N:7]([CH2:15][C:16]1[C:17]([C:27]2[CH:32]=[C:31]([CH:33]([CH3:35])[CH3:34])[CH:30]=[CH:29][C:28]=2[O:36][CH3:37])=[N:18][C:19]2[C:24]([CH:25]=1)=[CH:23][CH:22]=[CH:21][C:20]=2[CH3:26])[C:8]1[N:13]=[CH:12][C:11]([OH:14])=[CH:10][N:9]=1.[CH3:47][S:48][CH2:49][CH2:50]O.C1(P(C2C=CC=CC=2)C2C=CC=CC=2)C=CC=CC=1.N(C(OCC)=O)=NC(OCC)=O.C1(C)C=CC=CC=1. Product: [F:46][C:2]([F:1])([F:45])[C:3]1[CH:4]=[C:5]([CH:38]=[C:39]([C:41]([F:43])([F:44])[F:42])[CH:40]=1)[CH2:6][N:7]([CH2:15][C:16]1[C:17]([C:27]2[CH:32]=[C:31]([CH:33]([CH3:34])[CH3:35])[CH:30]=[CH:29][C:28]=2[O:36][CH3:37])=[N:18][C:19]2[C:24]([CH:25]=1)=[CH:23][CH:22]=[CH:21][C:20]=2[CH3:26])[C:8]1[N:9]=[CH:10][C:11]([O:14][CH2:50][CH2:49][S:48][CH3:47])=[CH:12][N:13]=1. The catalyst class is: 334.